Dataset: Full USPTO retrosynthesis dataset with 1.9M reactions from patents (1976-2016). Task: Predict the reactants needed to synthesize the given product. (1) Given the product [N:1]1([C:7]2[N:15]=[C:14]3[C:10]([N:11]([CH2:29][O:28][CH2:27][CH2:26][Si:25]([CH3:32])([CH3:31])[CH3:24])[CH:12]=[N:13]3)=[C:9]([N:16]3[CH2:17][CH2:18][O:19][CH2:20][CH2:21]3)[N:8]=2)[CH2:6][CH2:5][O:4][CH2:3][CH2:2]1, predict the reactants needed to synthesize it. The reactants are: [N:1]1([C:7]2[N:15]=[C:14]3[C:10]([NH:11][CH:12]=[N:13]3)=[C:9]([N:16]3[CH2:21][CH2:20][O:19][CH2:18][CH2:17]3)[N:8]=2)[CH2:6][CH2:5][O:4][CH2:3][CH2:2]1.[H-].[Na+].[CH3:24][Si:25]([CH3:32])([CH3:31])[CH2:26][CH2:27][O:28][CH2:29]Cl.O. (2) Given the product [C:1]([O:4][C@@H:5]1[C@@H:10]([O:11][C:12](=[O:14])[CH3:13])[C@H:9]([O:15][C:16](=[O:18])[CH3:17])[CH2:8][S:7][C@H:6]1[O:28][C:24]1[CH:25]=[C:26]([CH3:27])[C:21]([Cl:20])=[CH:22][C:23]=1[C:29]1[O:33][N:32]=[CH:31][CH:30]=1)(=[O:3])[CH3:2], predict the reactants needed to synthesize it. The reactants are: [C:1]([O:4][C@@H:5]1[C@@H:10]([O:11][C:12](=[O:14])[CH3:13])[C@H:9]([O:15][C:16](=[O:18])[CH3:17])[CH2:8][S:7][C@@H:6]1Br)(=[O:3])[CH3:2].[Cl:20][C:21]1[C:26]([CH3:27])=[CH:25][C:24]([OH:28])=[C:23]([C:29]2[O:33][N:32]=[CH:31][CH:30]=2)[CH:22]=1.C1(C)C=CC=CC=1. (3) Given the product [CH:17]([C:9]1[CH:10]=[CH:11][C:6]([O:5][CH2:1][CH:2]([CH3:4])[CH3:3])=[C:7]([CH2:12][C:13]([O:15][CH3:16])=[O:14])[CH:8]=1)=[O:18], predict the reactants needed to synthesize it. The reactants are: [CH2:1]([O:5][C:6]1[CH:11]=[CH:10][CH:9]=[CH:8][C:7]=1[CH2:12][C:13]([O:15][CH3:16])=[O:14])[CH:2]([CH3:4])[CH3:3].[CH3:17][O:18]C(Cl)Cl.O. (4) Given the product [OH:28][C:16]1[C:15]([CH2:14][CH:13]=[C:12]([CH3:35])[CH2:11][NH:10][CH2:9][P:4](=[O:3])([OH:8])[OH:5])=[C:23]([O:24][CH3:25])[C:22]([CH3:26])=[C:21]2[C:17]=1[C:18](=[O:27])[O:19][CH2:20]2, predict the reactants needed to synthesize it. The reactants are: C([O:3][P:4]([CH2:9][NH:10][CH2:11][C:12]([CH3:35])=[CH:13][CH2:14][C:15]1[C:16]([O:28]CC[Si](C)(C)C)=[C:17]2[C:21](=[C:22]([CH3:26])[C:23]=1[O:24][CH3:25])[CH2:20][O:19][C:18]2=[O:27])(=[O:8])[O:5]CC)C.C[Si](Br)(C)C.N1C(C)=CC=CC=1C. (5) Given the product [CH3:1][S:2][C:3]1[N:4]=[C:5]([NH:39][C:40]2[CH:41]=[CH:42][C:43]([C:44]([F:45])([F:46])[F:47])=[CH:38][CH:48]=2)[C:6]2[CH2:12][CH2:11][N:10]([C:13]3[C:18]([C:19]([F:22])([F:21])[F:20])=[CH:17][CH:16]=[CH:15][N:14]=3)[CH2:9][CH2:8][C:7]=2[N:23]=1, predict the reactants needed to synthesize it. The reactants are: [CH3:1][S:2][C:3]1[N:4]=[C:5](O)[C:6]2[CH2:12][CH2:11][N:10]([C:13]3[C:18]([C:19]([F:22])([F:21])[F:20])=[CH:17][CH:16]=[CH:15][N:14]=3)[CH2:9][CH2:8][C:7]=2[N:23]=1.C(OC(C1C(=O)CCN([C:38]2[C:43]([C:44]([F:47])([F:46])[F:45])=[CH:42][CH:41]=[CH:40][N:39]=2)CC1)=O)C.[CH3:48]C[O-].[Na+].NC(N)=S. (6) Given the product [Br:1][C:2]1[CH:3]=[C:4]2[C:8](=[CH:9][CH:10]=1)[N:7]([CH:17]1[CH2:18][CH:19]3[N:14]([CH2:13][CH2:12][CH2:11]3)[CH2:15][CH2:16]1)[CH2:6][CH2:5]2, predict the reactants needed to synthesize it. The reactants are: [Br:1][C:2]1[CH:3]=[C:4]2[C:8](=[CH:9][CH:10]=1)[NH:7][CH2:6][CH2:5]2.[CH2:11]1[CH:19]2[N:14]([CH2:15][CH2:16][C:17](=O)[CH2:18]2)[CH2:13][CH2:12]1.[BH-](OC(C)=O)(OC(C)=O)OC(C)=O.[Na+].